From a dataset of TCR-epitope binding with 47,182 pairs between 192 epitopes and 23,139 TCRs. Binary Classification. Given a T-cell receptor sequence (or CDR3 region) and an epitope sequence, predict whether binding occurs between them. (1) The epitope is LLWNGPMAV. The TCR CDR3 sequence is CASSPVGVGEQYF. Result: 0 (the TCR does not bind to the epitope). (2) The epitope is LLFNKVTLA. The TCR CDR3 sequence is CASSLERISTDTQYF. Result: 0 (the TCR does not bind to the epitope). (3) The epitope is KTSVDCTMYI. The TCR CDR3 sequence is CASRPTSTPYNEQFF. Result: 1 (the TCR binds to the epitope). (4) The epitope is FLYNLLTRV. The TCR CDR3 sequence is CASSDAGLGDYEQYF. Result: 0 (the TCR does not bind to the epitope). (5) The epitope is AMFWSVPTV. The TCR CDR3 sequence is CASSLGAGANVLTF. Result: 0 (the TCR does not bind to the epitope). (6) The epitope is ILGLPTQTV. The TCR CDR3 sequence is CASSTTSGRYEQYF. Result: 0 (the TCR does not bind to the epitope). (7) The epitope is ATDALMTGY. The TCR CDR3 sequence is CAGNNRDSSTDTQYF. Result: 1 (the TCR binds to the epitope). (8) The epitope is LEPLVDLPI. The TCR CDR3 sequence is CASSLGPGSSYEQYF. Result: 1 (the TCR binds to the epitope). (9) The epitope is TLVPQEHYV. The TCR CDR3 sequence is CASSEGNTDTQYF. Result: 1 (the TCR binds to the epitope). (10) The epitope is PKYVKQNTLKLAT. The TCR CDR3 sequence is CASSLYGGVEQFF. Result: 0 (the TCR does not bind to the epitope).